From a dataset of Catalyst prediction with 721,799 reactions and 888 catalyst types from USPTO. Predict which catalyst facilitates the given reaction. (1) Reactant: [C:1]([C:5]1[CH:20]=[CH:19][C:8]([CH2:9][NH:10][CH2:11][CH2:12][C:13]2[CH:18]=[CH:17][N:16]=[CH:15][CH:14]=2)=[CH:7][CH:6]=1)([CH3:4])([CH3:3])[CH3:2].[Cl:21][C:22]1[CH:23]=[C:24]2[C:28](=[C:29]([C:31](O)=[O:32])[CH:30]=1)[NH:27][CH:26]=[CH:25]2.CCN=C=NCCCN(C)C.Cl. Product: [C:1]([C:5]1[CH:20]=[CH:19][C:8]([CH2:9][N:10]([CH2:11][CH2:12][C:13]2[CH:18]=[CH:17][N:16]=[CH:15][CH:14]=2)[C:31]([C:29]2[CH:30]=[C:22]([Cl:21])[CH:23]=[C:24]3[C:28]=2[NH:27][CH:26]=[CH:25]3)=[O:32])=[CH:7][CH:6]=1)([CH3:4])([CH3:2])[CH3:3]. The catalyst class is: 2. (2) Product: [Cl:1][C:2]1[N:7]=[C:6]([NH:8][C:10]2[C:19]3[C:14](=[CH:15][C:16]([F:21])=[CH:17][C:18]=3[F:20])[N:13]=[C:12]([C:22]3[CH:27]=[CH:26][CH:25]=[CH:24][N:23]=3)[C:11]=2[CH3:28])[CH:5]=[CH:4][N:3]=1. The catalyst class is: 6. Reactant: [Cl:1][C:2]1[N:7]=[C:6]([NH2:8])[CH:5]=[CH:4][N:3]=1.Cl[C:10]1[C:19]2[C:14](=[CH:15][C:16]([F:21])=[CH:17][C:18]=2[F:20])[N:13]=[C:12]([C:22]2[CH:27]=[CH:26][CH:25]=[CH:24][N:23]=2)[C:11]=1[CH3:28].CN(C=O)C.[H-].[Na+].